Dataset: Full USPTO retrosynthesis dataset with 1.9M reactions from patents (1976-2016). Task: Predict the reactants needed to synthesize the given product. (1) Given the product [O:1]1[C:6]2[CH:7]=[CH:8][C:9]([C:11]3[C:12]([CH:18]([CH2:23][C:24]([CH3:27])([CH3:26])[CH3:25])[C:19]([O:21][CH3:22])=[O:20])=[C:13]([CH3:17])[S:14][C:15]=3[CH3:16])=[CH:10][C:5]=2[CH2:4][CH2:3][CH2:2]1, predict the reactants needed to synthesize it. The reactants are: [O:1]1[C:6]2[CH:7]=[CH:8][C:9]([C:11]3[C:12]([C:18](=[CH2:23])[C:19]([O:21][CH3:22])=[O:20])=[C:13]([CH3:17])[S:14][C:15]=3[CH3:16])=[CH:10][C:5]=2[CH2:4][CH2:3][CH2:2]1.[C:24]([Li])([CH3:27])([CH3:26])[CH3:25].CCCCC. (2) Given the product [OH:26][CH2:25][CH2:27][NH:28][C:4]([C:6]1[S:10][C:9]([O:11][CH2:12][C:13]2[C:14]([C:19]3[CH:20]=[CH:21][CH:22]=[CH:23][CH:24]=3)=[N:15][O:16][C:17]=2[CH3:18])=[N:8][CH:7]=1)=[O:5], predict the reactants needed to synthesize it. The reactants are: C(O[C:4]([C:6]1[S:10][C:9]([O:11][CH2:12][C:13]2[C:14]([C:19]3[CH:24]=[CH:23][CH:22]=[CH:21][CH:20]=3)=[N:15][O:16][C:17]=2[CH3:18])=[N:8][CH:7]=1)=[O:5])C.[CH2:25]([CH2:27][NH2:28])[OH:26]. (3) Given the product [N:8]1[CH:9]=[N:4][N:3]2[C:12]=1[C:13]1[CH:14]=[CH:20][S:19][C:18]=1[NH:22][C:1]2=[O:2], predict the reactants needed to synthesize it. The reactants are: [CH:1]([NH:3][NH2:4])=[O:2].C([N:8]([CH2:12][CH2:13][CH3:14])[CH2:9]CC)CC.C(C1C=[CH:20][S:19][C:18]=1[NH:22]C(=O)OC)#N. (4) The reactants are: C([Li])CCC.[C:6](#[N:8])[CH3:7].[F:9][C:10]([F:17])([CH2:15][CH3:16])[C:11](OC)=[O:12]. Given the product [F:9][C:10]([F:17])([CH2:15][CH3:16])[C:11](=[O:12])[CH2:7][C:6]#[N:8], predict the reactants needed to synthesize it. (5) Given the product [Br:13][CH2:14][C:15]([NH:1][C:2]1[CH:3]=[C:4]([CH:8]=[CH:9][C:10]=1[O:11][CH3:12])[C:5]([OH:7])=[O:6])=[O:16], predict the reactants needed to synthesize it. The reactants are: [NH2:1][C:2]1[CH:3]=[C:4]([CH:8]=[CH:9][C:10]=1[O:11][CH3:12])[C:5]([OH:7])=[O:6].[Br:13][CH2:14][C:15](Cl)=[O:16].